From a dataset of Forward reaction prediction with 1.9M reactions from USPTO patents (1976-2016). Predict the product of the given reaction. (1) Given the reactants [CH3:1][C:2]1[C:10]2[C:5](=[C:6]([CH:15]([O:17][CH2:18][C:19]3([C:32]4[CH:37]=[CH:36][CH:35]=[CH:34][CH:33]=4)[CH2:24][CH2:23][N:22](C(OC(C)(C)C)=O)[CH2:21][CH2:20]3)[CH3:16])[CH:7]=[C:8]([C:11]([F:14])([F:13])[F:12])[CH:9]=2)[NH:4][N:3]=1.FC(F)(F)C(O)=O.C(Cl)Cl, predict the reaction product. The product is: [CH3:1][C:2]1[C:10]2[C:5](=[C:6]([CH:15]([O:17][CH2:18][C:19]3([C:32]4[CH:37]=[CH:36][CH:35]=[CH:34][CH:33]=4)[CH2:20][CH2:21][NH:22][CH2:23][CH2:24]3)[CH3:16])[CH:7]=[C:8]([C:11]([F:13])([F:14])[F:12])[CH:9]=2)[NH:4][N:3]=1. (2) Given the reactants [F:1][C:2]1[CH:26]=[CH:25][C:5]([CH2:6][N:7]2[C:11]3=[CH:12][N:13]=[C:14]([C:20]([O:22]CC)=[O:21])[C:15]([CH2:16][CH2:17][CH2:18][OH:19])=[C:10]3[CH:9]=[CH:8]2)=[CH:4][CH:3]=1.[OH-].[Na+].Cl, predict the reaction product. The product is: [F:1][C:2]1[CH:3]=[CH:4][C:5]([CH2:6][N:7]2[C:11]3=[CH:12][N:13]=[C:14]([C:20]([OH:22])=[O:21])[C:15]([CH2:16][CH2:17][CH2:18][OH:19])=[C:10]3[CH:9]=[CH:8]2)=[CH:25][CH:26]=1. (3) The product is: [Cl:1][C:2]1[CH:3]=[CH:4][C:5]([CH:8]([OH:29])[C:9]2[CH:10]=[C:11]([C:32]3[CH:37]=[CH:36][N:35]=[C:34]([C:38]#[N:39])[CH:33]=3)[S:12][C:13]=2[C:14]2[NH:18][CH:17]=[N:16][N:15]=2)=[CH:6][CH:7]=1. Given the reactants [Cl:1][C:2]1[CH:7]=[CH:6][C:5]([CH:8]([OH:29])[C:9]2[CH:10]=[C:11]([B-](F)(F)F)[S:12][C:13]=2[C:14]2[N:18]=[CH:17][N:16](C3CCCCO3)[N:15]=2)=[CH:4][CH:3]=1.[K+].Br[C:32]1[CH:37]=[CH:36][N:35]=[C:34]([C:38]#[N:39])[CH:33]=1.C1(P(C2CCCCC2)C2C=CC=CC=2C2C(OCCC)=CC=CC=2OCCC)CCCCC1.C(=O)([O-])[O-].[Na+].[Na+].C(O)C.O1CCOCC1.C(O)(C)(C)C.Cl, predict the reaction product. (4) Given the reactants [CH3:1][O:2][C:3]([C:5]1[S:6][C:7]([C:11]#[C:12][C:13]([CH3:16])([CH3:15])[CH3:14])=[CH:8][C:9]=1Br)=[O:4].C([O-])([O-])=O.[K+].[K+].[CH:23]1([C@H:29]2[NH:34][C:33](=[O:35])[CH2:32][CH2:31][CH2:30]2)[CH2:28][CH2:27][CH2:26][CH2:25][CH2:24]1, predict the reaction product. The product is: [CH3:1][O:2][C:3]([C:5]1[S:6][C:7]([C:11]#[C:12][C:13]([CH3:16])([CH3:15])[CH3:14])=[CH:8][C:9]=1[N:34]1[C:33](=[O:35])[CH2:32][CH2:31][CH2:30][C@H:29]1[CH:23]1[CH2:24][CH2:25][CH2:26][CH2:27][CH2:28]1)=[O:4]. (5) The product is: [S:17]([O:1][CH2:2][CH2:3][CH:4]1[CH2:5][CH2:6][N:7]([C:10]([O:12][C:13]([CH3:16])([CH3:15])[CH3:14])=[O:11])[CH2:8][CH2:9]1)([C:20]1[CH:26]=[CH:25][C:23]([CH3:24])=[CH:22][CH:21]=1)(=[O:19])=[O:18]. Given the reactants [OH:1][CH2:2][CH2:3][CH:4]1[CH2:9][CH2:8][N:7]([C:10]([O:12][C:13]([CH3:16])([CH3:15])[CH3:14])=[O:11])[CH2:6][CH2:5]1.[S:17](Cl)([C:20]1[CH:26]=[CH:25][C:23]([CH3:24])=[CH:22][CH:21]=1)(=[O:19])=[O:18], predict the reaction product. (6) Given the reactants ClC1[N:7]=[C:6](C)[C:5](CC)=[C:4](C)[N:3]=1.[CH3:12][C:13]1[C:14](I)=[C:15]([CH:19]=[CH:20][CH:21]=1)[C:16]([OH:18])=[O:17].FC1C(I)=C(C=CC=1)C(O)=O, predict the reaction product. The product is: [CH3:12][C:13]1[C:14]([N:7]2[CH:6]=[CH:5][CH:4]=[N:3]2)=[C:15]([CH:19]=[CH:20][CH:21]=1)[C:16]([OH:18])=[O:17]. (7) Given the reactants [Cl:1][C:2]1[CH:3]=[C:4]([CH:16]([C:18]2[CH:23]=[CH:22][CH:21]=[C:20]([O:24][CH3:25])[C:19]=2[O:26][CH3:27])[OH:17])[C:5]([NH:8]C(=O)OC(C)(C)C)=[N:6][CH:7]=1.O.Cl.[OH-].[Na+], predict the reaction product. The product is: [NH2:8][C:5]1[C:4]([CH:16]([C:18]2[CH:23]=[CH:22][CH:21]=[C:20]([O:24][CH3:25])[C:19]=2[O:26][CH3:27])[OH:17])=[CH:3][C:2]([Cl:1])=[CH:7][N:6]=1. (8) Given the reactants [N+:1]([C:4]1[CH:13]=[CH:12][CH:11]=[C:10]2[C:5]=1[CH:6]=[CH:7][N+:8]([O-])=[CH:9]2)([O-:3])=[O:2].[C-:15]#[N:16].[K+].C(Cl)(=O)C1C=CC=CC=1.C(=O)([O-])[O-].[K+].[K+], predict the reaction product. The product is: [N+:1]([C:4]1[CH:13]=[CH:12][CH:11]=[C:10]2[C:5]=1[CH:6]=[CH:7][N:8]=[C:9]2[C:15]#[N:16])([O-:3])=[O:2].